Task: Predict the reactants needed to synthesize the given product.. Dataset: Full USPTO retrosynthesis dataset with 1.9M reactions from patents (1976-2016) The reactants are: [CH3:1][N:2]([CH3:17])[C:3]1[CH:8]=[CH:7][C:6]([N:9]=[N:10][C:11]2[CH:16]=[CH:15][CH:14]=[CH:13][N:12]=2)=[CH:5][CH:4]=1.O.OS(O)(=O)=O.[N+:24]([O-])([OH:26])=[O:25]. Given the product [CH3:1][N:2]([CH3:17])[C:3]1([N+:24]([O-:26])=[O:25])[CH:4]=[CH:5][C:6]([N:9]=[N:10][C:11]2[CH:16]=[CH:15][CH:14]=[CH:13][N:12]=2)=[CH:7][CH2:8]1, predict the reactants needed to synthesize it.